The task is: Predict the reactants needed to synthesize the given product.. This data is from Full USPTO retrosynthesis dataset with 1.9M reactions from patents (1976-2016). (1) Given the product [OH:3][CH2:4][CH2:5][O:6][NH:7][C:8]([C:10]1[CH:15]=[CH:14][N:13]2[CH:16]=[N:17][CH:18]=[C:12]2[C:11]=1[NH:19][C:20]1[CH:25]=[CH:24][C:23]([CH:26]2[CH2:29][CH2:28][CH2:27]2)=[CH:22][C:21]=1[F:30])=[O:9], predict the reactants needed to synthesize it. The reactants are: C([O:3][CH2:4][CH2:5][O:6][NH:7][C:8]([C:10]1[CH:15]=[CH:14][N:13]2[CH:16]=[N:17][CH:18]=[C:12]2[C:11]=1[NH:19][C:20]1[CH:25]=[CH:24][C:23]([CH:26]2[CH2:29][CH2:28][CH2:27]2)=[CH:22][C:21]=1[F:30])=[O:9])=C.Cl. (2) Given the product [Cl:22][C:23]1[CH:33]=[CH:32][C:26](/[CH:27]=[CH:28]/[C:2]2[CH:7]=[CH:6][N:5]([C:8]3[CH:9]=[CH:10][C:11]4[N:12]([C:14]([CH3:20])=[C:15]([CH:17]5[CH2:19][CH2:18]5)[N:16]=4)[CH:13]=3)[C:4](=[O:21])[CH:3]=2)=[CH:25][CH:24]=1, predict the reactants needed to synthesize it. The reactants are: Br[C:2]1[CH:7]=[CH:6][N:5]([C:8]2[CH:9]=[CH:10][C:11]3[N:12]([C:14]([CH3:20])=[C:15]([CH:17]4[CH2:19][CH2:18]4)[N:16]=3)[CH:13]=2)[C:4](=[O:21])[CH:3]=1.[Cl:22][C:23]1[CH:33]=[CH:32][C:26](/[CH:27]=[CH:28]/B(O)O)=[CH:25][CH:24]=1.C(=O)([O-])[O-].[K+].[K+].C1COCC1. (3) Given the product [NH2:1][C:2]1[N:7]=[C:6]([S:8]([NH:11][C:12](=[O:21])[C:13]2[CH:18]=[CH:17][C:16]([Cl:19])=[N:15][C:14]=2[C:25]2[CH:26]=[C:27]([O:29][CH2:30][CH:31]([CH3:32])[CH3:33])[CH:28]=[C:23]([F:22])[CH:24]=2)(=[O:10])=[O:9])[CH:5]=[CH:4][CH:3]=1, predict the reactants needed to synthesize it. The reactants are: [NH2:1][C:2]1[N:7]=[C:6]([S:8]([NH:11][C:12](=[O:21])[C:13]2[CH:18]=[CH:17][C:16]([Cl:19])=[N:15][C:14]=2Cl)(=[O:10])=[O:9])[CH:5]=[CH:4][CH:3]=1.[F:22][C:23]1[CH:24]=[C:25](B2OC(C)(C)C(C)(C)O2)[CH:26]=[C:27]([O:29][CH2:30][CH:31]([CH3:33])[CH3:32])[CH:28]=1.C(=O)([O-])[O-].[Na+].[Na+]. (4) Given the product [CH3:16][N:5]1[C:6]2[C:11](=[CH:10][CH:9]=[CH:8][CH:7]=2)[C:12]([C:13](=[O:15])[CH3:14])=[C:4]1[O:23][C:17]1[CH:22]=[CH:21][CH:20]=[CH:19][CH:18]=1, predict the reactants needed to synthesize it. The reactants are: [H-].[Na+].Cl[C:4]1[N:5]([CH3:16])[C:6]2[C:11]([C:12]=1[C:13](=[O:15])[CH3:14])=[CH:10][CH:9]=[CH:8][CH:7]=2.[C:17]1([OH:23])[CH:22]=[CH:21][CH:20]=[CH:19][CH:18]=1. (5) Given the product [ClH:41].[CH2:1]([O:3][C:4]([C:6]1[NH:7][CH:8]=[C:9]2[CH:18]([C:19]3[O:20][C:21]([S:24][C:25]4[NH:29][C:28]5[CH:30]=[CH:31][C:32]([OH:34])=[CH:33][C:27]=5[N:26]=4)=[CH:22][CH:23]=3)[C:17]3[C:16](=[O:35])[CH2:15][NH:14][CH2:13][C:12]=3[NH:11][C:10]=12)=[O:5])[CH3:2], predict the reactants needed to synthesize it. The reactants are: [CH2:1]([O:3][C:4]([C:6]1[NH:7][CH:8]=[C:9]2[CH:18]([C:19]3[O:20][C:21]([S:24][C:25]4[NH:29][C:28]5[CH:30]=[CH:31][C:32]([OH:34])=[CH:33][C:27]=5[N:26]=4)=[CH:22][CH:23]=3)[C:17]3[C:16](=[O:35])[CH2:15][N:14](OC(C)(C)C)[CH2:13][C:12]=3[NH:11][C:10]=12)=[O:5])[CH3:2].[ClH:41]. (6) Given the product [C:8]1([C:7](=[N:20][C:27]2[CH:32]=[CH:31][C:30]([C@H:33]3[CH2:34][CH2:35][C@H:36]([CH:39]([CH3:45])[C:40]([O:42][CH2:43][CH3:44])=[O:41])[CH2:37][CH2:38]3)=[CH:29][CH:28]=2)[C:14]2[CH:15]=[CH:16][CH:17]=[CH:18][CH:19]=2)[CH:13]=[CH:12][CH:11]=[CH:10][CH:9]=1, predict the reactants needed to synthesize it. The reactants are: C(=O)([O-])[O-].[Cs+].[Cs+].[C:7](=[NH:20])([C:14]1[CH:19]=[CH:18][CH:17]=[CH:16][CH:15]=1)[C:8]1[CH:13]=[CH:12][CH:11]=[CH:10][CH:9]=1.FC(F)(F)S(O[C:27]1[CH:32]=[CH:31][C:30]([C@H:33]2[CH2:38][CH2:37][C@H:36]([CH:39]([CH3:45])[C:40]([O:42][CH2:43][CH3:44])=[O:41])[CH2:35][CH2:34]2)=[CH:29][CH:28]=1)(=O)=O.O.